This data is from Full USPTO retrosynthesis dataset with 1.9M reactions from patents (1976-2016). The task is: Predict the reactants needed to synthesize the given product. (1) Given the product [C@@H:1]1([C:2]([Cl:4])=[O:3])[CH2:7][C@H:8]1[C:10]([Cl:21])=[O:12], predict the reactants needed to synthesize it. The reactants are: [C:1](Cl)(=O)[C:2]([Cl:4])=[O:3].[C@@H:7]1(C(O)=O)C[C@H:8]1[C:10]([OH:12])=O.CN(C=O)C.[Cl:21]CCl. (2) The reactants are: [CH2:1]([C:3]1[S:7][C:6]([C:8]2[O:12][N:11]=[C:10]([C:13]3[CH:18]=[C:17]([CH3:19])[C:16]([OH:20])=[C:15]([CH3:21])[CH:14]=3)[N:9]=2)=[CH:5][CH:4]=1)[CH3:2].Cl[CH2:23][C@H:24]([OH:27])[CH2:25][OH:26]. Given the product [CH2:1]([C:3]1[S:7][C:6]([C:8]2[O:12][N:11]=[C:10]([C:13]3[CH:18]=[C:17]([CH3:19])[C:16]([O:20][CH2:23][C@H:24]([OH:27])[CH2:25][OH:26])=[C:15]([CH3:21])[CH:14]=3)[N:9]=2)=[CH:5][CH:4]=1)[CH3:2], predict the reactants needed to synthesize it.